Dataset: CYP2C19 inhibition data for predicting drug metabolism from PubChem BioAssay. Task: Regression/Classification. Given a drug SMILES string, predict its absorption, distribution, metabolism, or excretion properties. Task type varies by dataset: regression for continuous measurements (e.g., permeability, clearance, half-life) or binary classification for categorical outcomes (e.g., BBB penetration, CYP inhibition). Dataset: cyp2c19_veith. (1) The drug is COc1ccc(NC(=O)N2CC[C@@]3(CCCN(C(=O)c4csnn4)C3)C2)cc1. The result is 0 (non-inhibitor). (2) The compound is O=C(Nc1ncc(Cc2cc(Cl)ccc2Cl)s1)c1ccc([N+](=O)[O-])cc1. The result is 1 (inhibitor).